This data is from Full USPTO retrosynthesis dataset with 1.9M reactions from patents (1976-2016). The task is: Predict the reactants needed to synthesize the given product. (1) Given the product [CH2:24]([N:10]([CH2:3][C:4]1[CH:9]=[CH:8][CH:7]=[CH:6][CH:5]=1)[C:11]1[CH:12]=[C:13](/[CH:18]=[CH:19]/[C:20]([OH:22])=[O:21])[CH:14]=[C:15]([F:17])[CH:16]=1)[C:25]1[CH:26]=[CH:27][CH:28]=[CH:29][CH:30]=1, predict the reactants needed to synthesize it. The reactants are: [OH-].[Na+].[CH2:3]([N:10]([CH2:24][C:25]1[CH:30]=[CH:29][CH:28]=[CH:27][CH:26]=1)[C:11]1[CH:12]=[C:13](/[CH:18]=[CH:19]/[C:20]([O:22]C)=[O:21])[CH:14]=[C:15]([F:17])[CH:16]=1)[C:4]1[CH:9]=[CH:8][CH:7]=[CH:6][CH:5]=1.Cl. (2) Given the product [NH2:24][C:19]1[N:18]=[C:17]([N:12]2[CH2:13][C@H:14]([CH3:16])[CH2:15][C@@H:10]([N:34]([CH3:33])[C:44](=[O:45])[CH2:43][C:42]([CH3:48])([CH3:47])[CH3:41])[CH2:11]2)[CH:22]=[C:21]([Cl:23])[N:20]=1, predict the reactants needed to synthesize it. The reactants are: CC(N(C[C@@H:10]1[CH2:15][C@@H:14]([CH3:16])[CH2:13][N:12]([C:17]2[CH:22]=[C:21]([Cl:23])[N:20]=[C:19]([NH2:24])[N:18]=2)[CH2:11]1)C(=O)[O-])(C)C.C(O)(C(F)(F)F)=O.C[CH2:33][N:34](C(C)C)C(C)C.[CH3:41][C:42]([CH3:48])([CH3:47])[CH2:43][C:44](Cl)=[O:45].C([O-])(O)=O.[Na+]. (3) Given the product [CH3:18][O:19][C:20]1[CH:21]=[C:22]([CH:28]=[C:29]([O:31][CH3:32])[CH:30]=1)[O:23][C@H:24]1[C@:7]2([C:1]3[CH:2]=[CH:3][CH:4]=[CH:5][CH:6]=3)[C:13]3[CH:14]=[CH:15][CH:16]=[CH:17][C:12]=3[CH2:11][CH2:10][CH2:9][N:8]2[C:25]1=[O:26], predict the reactants needed to synthesize it. The reactants are: [C:1]1([C:7]2[C:13]3[CH:14]=[CH:15][CH:16]=[CH:17][C:12]=3[CH2:11][CH2:10][CH2:9][N:8]=2)[CH:6]=[CH:5][CH:4]=[CH:3][CH:2]=1.[CH3:18][O:19][C:20]1[CH:21]=[C:22]([CH:28]=[C:29]([O:31][CH3:32])[CH:30]=1)[O:23][CH2:24][C:25](O)=[O:26].C(N(CC)CC)C.O=C1N(P(Cl)(N2CCOC2=O)=O)CCO1. (4) Given the product [CH2:1]([O:5][CH2:6][CH2:7][CH2:8][CH2:9][CH2:10][CH2:11][CH2:12][CH2:13][CH2:14][CH2:15][CH2:16][CH2:17][CH2:18][CH2:19][CH2:20][CH3:21])[CH:2]1[O:4][CH2:3]1.[CH2:22]([O:26][C:27]1[CH:28]=[CH:29][CH:30]=[CH:31][CH:32]=1)[CH:23]1[O:25][CH2:24]1, predict the reactants needed to synthesize it. The reactants are: [CH2:1]([O:5][CH2:6][CH2:7][CH2:8][CH2:9][CH2:10][CH2:11][CH2:12][CH2:13][CH2:14][CH2:15][CH2:16][CH2:17][CH2:18][CH2:19][CH2:20][CH3:21])[CH:2]1[O:4][CH2:3]1.[CH2:22]([O:26][C:27]1[CH:32]=[CH:31][CH:30]=[CH:29][CH:28]=1)[CH:23]1[O:25][CH2:24]1. (5) Given the product [C:5]([O:13][CH2:3][C:2]#[CH:1])(=[O:12])[C:6]1[CH:11]=[CH:10][CH:9]=[CH:8][CH:7]=1, predict the reactants needed to synthesize it. The reactants are: [CH2:1](O)[C:2]#[CH:3].[C:5]([OH:13])(=[O:12])[C:6]1[CH:11]=[CH:10][CH:9]=[CH:8][CH:7]=1.OS(O)(=O)=O.